From a dataset of Reaction yield outcomes from USPTO patents with 853,638 reactions. Predict the reaction yield, written as a fraction of the theoretical maximum amount of product (1.0 means a 100% yield; for example, 0.34 means a 34% yield). (1) The reactants are [CH:1]1([C:7](=[O:21])[CH2:8][CH:9]2[C:17]3[C:12](=[CH:13][CH:14]=[CH:15][CH:16]=3)[C:11]3=[CH:18][N:19]=[CH:20][N:10]23)[CH2:6][CH2:5][CH2:4][CH2:3][CH2:2]1.[BH4-].[Na+]. The catalyst is CO. The product is [CH:1]1([CH:7]([OH:21])[CH2:8][CH:9]2[C:17]3[C:12](=[CH:13][CH:14]=[CH:15][CH:16]=3)[C:11]3=[CH:18][N:19]=[CH:20][N:10]23)[CH2:6][CH2:5][CH2:4][CH2:3][CH2:2]1. The yield is 0.830. (2) The reactants are [CH3:1][N:2]1[CH2:15][CH2:14][C:5]2[NH:6][C:7]3[CH:8]=[CH:9][C:10]([CH3:13])=[CH:11][C:12]=3[C:4]=2[CH2:3]1.[OH-].[K+].[CH3:18][C:19]1[N:24]=[CH:23][C:22]([CH:25]=[CH2:26])=[CH:21][N:20]=1. The catalyst is CN1CCCC1=O.O. The product is [CH3:1][N:2]1[CH2:15][CH2:14][C:5]2[N:6]([CH2:26][CH2:25][C:22]3[CH:21]=[N:20][C:19]([CH3:18])=[N:24][CH:23]=3)[C:7]3[CH:8]=[CH:9][C:10]([CH3:13])=[CH:11][C:12]=3[C:4]=2[CH2:3]1. The yield is 0.160. (3) The reactants are [CH3:1][N:2]1[CH2:7][CH2:6][NH:5][CH2:4][CH2:3]1.CCN(C(C)C)C(C)C.CN(C(ON1N=NC2C=CC=NC1=2)=[N+](C)C)C.F[P-](F)(F)(F)(F)F.[Br:41][C:42]1[CH:43]=[CH:44][C:45]2[C:51]3[S:52][C:53]([C:55]([N:57]([C:59]4[CH:60]=[C:61]([CH:65]=[CH:66][C:67]=4[Cl:68])[C:62](O)=[O:63])[CH3:58])=[O:56])=[CH:54][C:50]=3[CH2:49][CH2:48][O:47][C:46]=2[CH:69]=1. The catalyst is C1COCC1.O. The product is [Br:41][C:42]1[CH:43]=[CH:44][C:45]2[C:51]3[S:52][C:53]([C:55]([N:57]([C:59]4[CH:60]=[C:61]([C:62]([N:5]5[CH2:6][CH2:7][N:2]([CH3:1])[CH2:3][CH2:4]5)=[O:63])[CH:65]=[CH:66][C:67]=4[Cl:68])[CH3:58])=[O:56])=[CH:54][C:50]=3[CH2:49][CH2:48][O:47][C:46]=2[CH:69]=1. The yield is 0.940. (4) The reactants are [CH2:1]([O:3][C:4]([C@@:6]12[CH2:24][C@H:23]1[CH:22]=[CH:21][CH2:20][CH2:19][CH2:18][CH2:17][CH2:16][C@H:15]([NH:25][C:26]([O:28][C:29]([CH3:32])([CH3:31])[CH3:30])=[O:27])[C:14](=[O:33])[N:13]1[C@@H:9]([CH2:10][C@@H:11]([OH:34])[CH2:12]1)[C:8](=[O:35])[NH:7]2)=[O:5])[CH3:2].C1N=CN([C:41]([N:43]2[CH:47]=N[CH:45]=[CH:44]2)=[O:42])C=1.C(Cl)Cl.CO.C1[C:62]2[C:57](=[CH:58][CH:59]=[CH:60][CH:61]=2)CCN1. The catalyst is C(Cl)Cl. The product is [CH2:1]([O:3][C:4]([C@@:6]12[CH2:24][C@H:23]1[CH:22]=[CH:21][CH2:20][CH2:19][CH2:18][CH2:17][CH2:16][C@H:15]([NH:25][C:26]([O:28][C:29]([CH3:31])([CH3:30])[CH3:32])=[O:27])[C:14](=[O:33])[N:13]1[C@@H:9]([CH2:10][C@@H:11]([O:34][C:41]([N:43]3[CH2:44][CH2:45][C:62]4[C:57](=[CH:58][CH:59]=[CH:60][CH:61]=4)[CH2:47]3)=[O:42])[CH2:12]1)[C:8](=[O:35])[NH:7]2)=[O:5])[CH3:2]. The yield is 0.900. (5) The reactants are [Cl:1][C:2]1[N:7]2[N:8]=[C:9]([C:11]3[CH:16]=[CH:15][C:14]([F:17])=[CH:13][CH:12]=3)[CH:10]=[C:6]2[CH:5]=[CH:4][CH:3]=1.[C:18](OC(=O)C)(=[O:20])[CH3:19].B(F)(F)F. The catalyst is C1(C)C=CC=CC=1. The product is [Cl:1][C:2]1[N:7]2[N:8]=[C:9]([C:11]3[CH:16]=[CH:15][C:14]([F:17])=[CH:13][CH:12]=3)[C:10]([C:18](=[O:20])[CH3:19])=[C:6]2[CH:5]=[CH:4][CH:3]=1. The yield is 0.770. (6) The reactants are [CH3:1][NH:2][C:3]([C:5]1[CH:6]=[C:7](/[CH:11]=[CH:12]/[C:13]([O:15][CH3:16])=[O:14])[CH:8]=[CH:9][CH:10]=1)=[O:4].[H][H]. The catalyst is [Pd].C(O)C.CN(C=O)C. The product is [CH3:1][NH:2][C:3]([C:5]1[CH:6]=[C:7]([CH2:11][CH2:12][C:13]([O:15][CH3:16])=[O:14])[CH:8]=[CH:9][CH:10]=1)=[O:4]. The yield is 0.800.